From a dataset of Full USPTO retrosynthesis dataset with 1.9M reactions from patents (1976-2016). Predict the reactants needed to synthesize the given product. (1) Given the product [NH2:34][C:11]1[C:10]2[N:20]=[C:7]3[CH2:6][N:5]([S:2]([CH3:1])(=[O:4])=[O:3])[CH2:22][C@H:21]([CH2:23][CH2:24][CH2:25][NH:26][C:27](=[O:33])[O:28][C:29]([CH3:32])([CH3:31])[CH3:30])[N:8]3[C:9]=2[C:18]2[C:13](=[CH:14][CH:15]=[CH:16][CH:17]=2)[N:12]=1, predict the reactants needed to synthesize it. The reactants are: [CH3:1][S:2]([N:5]1[CH2:22][C@H:21]([CH2:23][CH2:24][CH2:25][NH:26][C:27](=[O:33])[O:28][C:29]([CH3:32])([CH3:31])[CH3:30])[N:8]2[C:9]3[C:18]4[C:13](=[CH:14][CH:15]=[CH:16][CH:17]=4)[N+:12]([O-])=[CH:11][C:10]=3[N:20]=[C:7]2[CH2:6]1)(=[O:4])=[O:3].[NH4+:34].[OH-].C1(C)C=CC(S(Cl)(=O)=O)=CC=1.O. (2) Given the product [BrH:8].[N+:18]([C:15]1[CH:16]=[CH:17][C:12]([C:10]2[N:1]=[C:2]3[N:7]=[CH:6][CH:5]=[CH:4][N:3]3[CH:9]=2)=[CH:13][CH:14]=1)([O-:20])=[O:19], predict the reactants needed to synthesize it. The reactants are: [NH2:1][C:2]1[N:7]=[CH:6][CH:5]=[CH:4][N:3]=1.[Br:8][CH2:9][C:10]([C:12]1[CH:17]=[CH:16][C:15]([N+:18]([O-:20])=[O:19])=[CH:14][CH:13]=1)=O.CCOC(C)=O. (3) The reactants are: C1N=CN([C:6](N2C=NC=C2)=[O:7])C=1.[C:13]([C:17]1[CH:21]=[C:20]([NH2:22])[N:19]([C:23]2[CH:28]=[CH:27][C:26]([CH3:29])=[CH:25][CH:24]=2)[N:18]=1)([CH3:16])([CH3:15])[CH3:14].[NH2:30][C:31]1[C:40]2[C:35](=[CH:36][CH:37]=[CH:38][CH:39]=2)[C:34]([O:41][C:42]2[CH:47]=[CH:46][N:45]=[C:44]([NH2:48])[N:43]=2)=[CH:33][CH:32]=1. Given the product [NH2:48][C:44]1[N:43]=[C:42]([O:41][C:34]2[C:35]3[C:40](=[CH:39][CH:38]=[CH:37][CH:36]=3)[C:31]([NH:30][C:6]([NH:22][C:20]3[N:19]([C:23]4[CH:24]=[CH:25][C:26]([CH3:29])=[CH:27][CH:28]=4)[N:18]=[C:17]([C:13]([CH3:16])([CH3:15])[CH3:14])[CH:21]=3)=[O:7])=[CH:32][CH:33]=2)[CH:47]=[CH:46][N:45]=1, predict the reactants needed to synthesize it. (4) Given the product [F:12][C:13]1[CH:14]=[C:15]([C:2]2[C:10]3[C:5](=[N:6][CH:7]=[N:8][C:9]=3[NH2:11])[NH:4][N:3]=2)[CH:16]=[C:17]([O:19][CH3:20])[CH:18]=1, predict the reactants needed to synthesize it. The reactants are: I[C:2]1[C:10]2[C:5](=[N:6][CH:7]=[N:8][C:9]=2[NH2:11])[NH:4][N:3]=1.[F:12][C:13]1[CH:14]=[C:15](B(O)O)[CH:16]=[C:17]([O:19][CH3:20])[CH:18]=1.C(=O)([O-])[O-].[Na+].[Na+].ClCCl. (5) Given the product [CH3:3][CH:1]([C:4]1[CH:5]=[C:6]([C:13]2[C:17]([CH2:18][N:19]([CH3:31])[CH2:20][CH2:21][NH:22][CH3:23])=[CH:16][NH:15][N:14]=2)[CH:7]=[C:8]([CH:10]([CH3:11])[CH3:12])[CH:9]=1)[CH3:2], predict the reactants needed to synthesize it. The reactants are: [CH:1]([C:4]1[CH:5]=[C:6]([C:13]2[C:17]([CH2:18][N:19]([CH3:31])[CH2:20][CH2:21][N:22](C)[C:23](=O)OC(C)(C)C)=[CH:16][N:15](C3CCCCO3)[N:14]=2)[CH:7]=[C:8]([CH:10]([CH3:12])[CH3:11])[CH:9]=1)([CH3:3])[CH3:2].Cl. (6) Given the product [O:9]=[CH:10][C@H:11]([C@H:13]([C@@H:15]([C@@H:17]([CH2:19][OH:20])[OH:18])[OH:16])[OH:14])[OH:12], predict the reactants needed to synthesize it. The reactants are: O.C([NH+](CC)CC)C.[O:9]=[CH:10][C@@H:11]([C@H:13]([C@@H:15]([C@@H:17]([CH2:19][OH:20])[OH:18])[OH:16])[OH:14])[OH:12].C1CCC(N=C=NC2CCCCC2)CC1. (7) Given the product [Cl:1][C:2]1[CH:3]=[N+:4]([O-:34])[CH:5]=[C:6]([Cl:33])[C:7]=1[CH2:8][C@@H:9]([C:18]1[CH:23]=[CH:22][C:21]([O:24][CH:25]([F:27])[F:26])=[C:20]([O:28][CH2:29][CH:30]2[CH2:32][CH2:31]2)[CH:19]=1)[O:10][C:11]([C@H:13]1[N:17]([C:40](=[O:41])[C:39]2[CH:43]=[CH:44][CH:45]=[C:37]([CH:35]=[O:36])[CH:38]=2)[CH2:16][CH2:15][S:14]1)=[O:12], predict the reactants needed to synthesize it. The reactants are: [Cl:1][C:2]1[CH:3]=[N+:4]([O-:34])[CH:5]=[C:6]([Cl:33])[C:7]=1[CH2:8][C@@H:9]([C:18]1[CH:23]=[CH:22][C:21]([O:24][CH:25]([F:27])[F:26])=[C:20]([O:28][CH2:29][CH:30]2[CH2:32][CH2:31]2)[CH:19]=1)[O:10][C:11]([C@H:13]1[NH:17][CH2:16][CH2:15][S:14]1)=[O:12].[CH:35]([C:37]1[CH:38]=[C:39]([CH:43]=[CH:44][CH:45]=1)[C:40](O)=[O:41])=[O:36].C(Cl)CCl.